From a dataset of Peptide-MHC class I binding affinity with 185,985 pairs from IEDB/IMGT. Regression. Given a peptide amino acid sequence and an MHC pseudo amino acid sequence, predict their binding affinity value. This is MHC class I binding data. (1) The peptide sequence is IYTIIQDQL. The MHC is HLA-A30:02 with pseudo-sequence HLA-A30:02. The binding affinity (normalized) is 0.149. (2) The peptide sequence is TTGRTSLPK. The MHC is HLA-A68:01 with pseudo-sequence HLA-A68:01. The binding affinity (normalized) is 0.122. (3) The peptide sequence is HINTLIQYR. The MHC is HLA-A68:01 with pseudo-sequence HLA-A68:01. The binding affinity (normalized) is 0.751. (4) The MHC is HLA-B51:01 with pseudo-sequence HLA-B51:01. The binding affinity (normalized) is 0. The peptide sequence is RVKEKYQHL.